Dataset: Cav3 T-type calcium channel HTS with 100,875 compounds. Task: Binary Classification. Given a drug SMILES string, predict its activity (active/inactive) in a high-throughput screening assay against a specified biological target. (1) The compound is Clc1c(Sc2n(c(C(=O)N(C)C)cn2)C)ncc(c1)C(F)(F)F. The result is 0 (inactive). (2) The molecule is Brc1cc2c(NC(=O)CCN3CCN(CC3)C(OCC)=O)c([nH]c2cc1)C(OCC)=O. The result is 0 (inactive). (3) The molecule is Clc1ccc(C2N(C(=O)NC(=C2C(OCCOC)=O)C)C(=O)C)cc1. The result is 0 (inactive).